The task is: Predict the product of the given reaction.. This data is from Forward reaction prediction with 1.9M reactions from USPTO patents (1976-2016). Given the reactants [CH2:1]([O:8][C:9]1[C:14](=[O:15])[N:13]2[CH:16]=[CH:17][N:18]([CH2:19][C:20]([N:22]3[CH2:27][C@@H:26]([CH3:28])[O:25][C@@H:24]([CH3:29])[CH2:23]3)=[O:21])[C:12]2=[N:11][C:10]=1[C:30]1[S:31][C:32]([CH2:35][C:36]2[CH:44]=[CH:43][C:42]([F:45])=[CH:41][C:37]=2[C:38]([NH2:40])=O)=[CH:33][N:34]=1)[C:2]1[CH:7]=[CH:6][CH:5]=[CH:4][CH:3]=1.O, predict the reaction product. The product is: [CH2:1]([O:8][C:9]1[C:14](=[O:15])[N:13]2[CH:16]=[CH:17][N:18]([CH2:19][C:20]([N:22]3[CH2:27][C@@H:26]([CH3:28])[O:25][C@@H:24]([CH3:29])[CH2:23]3)=[O:21])[C:12]2=[N:11][C:10]=1[C:30]1[S:31][C:32]([CH2:35][C:36]2[CH:44]=[CH:43][C:42]([F:45])=[CH:41][C:37]=2[C:38]#[N:40])=[CH:33][N:34]=1)[C:2]1[CH:7]=[CH:6][CH:5]=[CH:4][CH:3]=1.